From a dataset of Full USPTO retrosynthesis dataset with 1.9M reactions from patents (1976-2016). Predict the reactants needed to synthesize the given product. (1) Given the product [CH3:29][O:27][C:26]([CH:14]1[CH2:13][CH2:12][C:11]2[C:16](=[C:17]([N:19]3[CH2:20][CH2:21][N:22]([CH3:25])[CH2:23][CH2:24]3)[CH:18]=[C:9]([O:8][CH3:7])[CH:10]=2)[O:15]1)=[O:28], predict the reactants needed to synthesize it. The reactants are: S(=O)(=O)(O)O.Cl.[CH3:7][O:8][C:9]1[CH:10]=[C:11]2[C:16](=[C:17]([N:19]3[CH2:24][CH2:23][N:22]([CH3:25])[CH2:21][CH2:20]3)[CH:18]=1)[O:15][CH:14]([C:26]([OH:28])=[O:27])[CH2:13][CH2:12]2.[CH3:29]O. (2) Given the product [CH2:1]([N:3]([CH2:14][C:15]1[N:16]=[C:17]2[CH:22]=[CH:21][CH:20]=[C:19]([N:23]3[CH2:28][CH2:27][N:26]([CH3:29])[CH2:25][CH2:24]3)[N:18]2[C:30]=1[CH:31]=[O:32])[C@@H:4]1[C:13]2[N:12]=[CH:11][CH:10]=[CH:9][C:8]=2[CH2:7][CH2:6][CH2:5]1)[CH3:2], predict the reactants needed to synthesize it. The reactants are: [CH2:1]([N:3]([CH2:14][C:15]1[N:16]=[C:17]2[CH:22]=[CH:21][CH:20]=[C:19]([N:23]3[CH2:28][CH2:27][N:26]([CH3:29])[CH2:25][CH2:24]3)[N:18]2[C:30]=1[CH2:31][OH:32])[C@@H:4]1[C:13]2[N:12]=[CH:11][CH:10]=[CH:9][C:8]=2[CH2:7][CH2:6][CH2:5]1)[CH3:2]. (3) Given the product [Br:1][C:2]1[C:11]2[O:10][CH:9]([C:12]3[CH:17]=[CH:16][CH:15]=[CH:14][CH:13]=3)[C:8](=[O:18])[N:7]([CH2:19][CH2:20][C:21]([OH:29])=[O:22])[C:6]=2[CH:5]=[CH:4][CH:3]=1, predict the reactants needed to synthesize it. The reactants are: [Br:1][C:2]1[C:11]2[O:10][CH:9]([C:12]3[CH:17]=[CH:16][CH:15]=[CH:14][CH:13]=3)[C:8](=[O:18])[N:7]([CH2:19][CH2:20][CH:21]=[O:22])[C:6]=2[CH:5]=[CH:4][CH:3]=1.CC(=CC)C.P([O-])(O)(O)=[O:29].[Na+].Cl([O-])=O.[Na+]. (4) Given the product [C:1](=[O:13])([O:11][CH3:12])[O:2][C:3]1[CH:8]=[C:7]([N+:19]([O-:21])=[O:20])[C:6]([F:9])=[CH:5][C:4]=1[Br:10], predict the reactants needed to synthesize it. The reactants are: [C:1](=[O:13])([O:11][CH3:12])[O:2][C:3]1[CH:8]=[CH:7][C:6]([F:9])=[CH:5][C:4]=1[Br:10].OS(O)(=O)=O.[N+:19]([O-])([O-:21])=[O:20].[K+].